From a dataset of Forward reaction prediction with 1.9M reactions from USPTO patents (1976-2016). Predict the product of the given reaction. Given the reactants Br[C:2]1[S:6][C:5]([N:7]2[CH2:12][CH:11]([CH3:13])[N:10]([CH2:14][CH2:15][O:16][C:17]3[CH:18]=[C:19]([CH2:24][C:25]([OH:27])=[O:26])[CH:20]=[CH:21][C:22]=3[CH3:23])[CH:9]([CH3:28])[CH2:8]2)=[N:4][CH:3]=1.[F:29][C:30]1[CH:35]=[CH:34][C:33]([F:36])=[CH:32][C:31]=1B(O)O.C(=O)([O-])[O-].[Na+].[Na+].CN(C)C=O, predict the reaction product. The product is: [F:29][C:30]1[CH:35]=[CH:34][C:33]([F:36])=[CH:32][C:31]=1[C:2]1[S:6][C:5]([N:7]2[CH2:12][CH:11]([CH3:13])[N:10]([CH2:14][CH2:15][O:16][C:17]3[CH:18]=[C:19]([CH2:24][C:25]([OH:27])=[O:26])[CH:20]=[CH:21][C:22]=3[CH3:23])[CH:9]([CH3:28])[CH2:8]2)=[N:4][CH:3]=1.